From a dataset of Full USPTO retrosynthesis dataset with 1.9M reactions from patents (1976-2016). Predict the reactants needed to synthesize the given product. (1) Given the product [Cl:1][C:2]1[CH:3]=[C:4]([CH:9]=[C:10]([O:13][C:14]([F:15])([F:16])[F:17])[C:11]=1[O:12][CH3:18])[C:5]([O:7][CH3:8])=[O:6], predict the reactants needed to synthesize it. The reactants are: [Cl:1][C:2]1[CH:3]=[C:4]([CH:9]=[C:10]([O:13][C:14]([F:17])([F:16])[F:15])[C:11]=1[OH:12])[C:5]([O:7][CH3:8])=[O:6].[C:18](=O)([O-])[O-].[K+].[K+].COS(=O)(=O)OC.O. (2) Given the product [ClH:25].[ClH:25].[F:23][C:2]([F:1])([F:24])[S:3]([NH:6][CH2:7][CH2:8][CH2:9][CH2:10][N:11]1[CH2:21][C:20]2[N:22]3[C:13](=[CH:14][N:15]=[C:16]3[CH:17]=[CH:18][CH:19]=2)[CH2:12]1)(=[O:4])=[O:5], predict the reactants needed to synthesize it. The reactants are: [F:1][C:2]([F:24])([F:23])[S:3]([NH:6][CH2:7][CH2:8][CH2:9][CH2:10][N:11]1[CH2:21][C:20]2[N:22]3[C:13](=[CH:14][N:15]=[C:16]3[CH:17]=[CH:18][CH:19]=2)[CH2:12]1)(=[O:5])=[O:4].[ClH:25]. (3) The reactants are: [CH2:1]([N:8]1[CH2:13][CH2:12][CH:11]([NH:14][C:15]2[C:16](C(NN)=O)=[N:17][CH:18]=[CH:19][N:20]=2)[CH2:10][CH2:9]1)[C:2]1[CH:7]=[CH:6][CH:5]=[CH:4][CH:3]=1.[N:25]([O-])=O.[Na+].[C:29](=[O:32])(O)[O-].[Na+]. Given the product [O:32]=[C:29]1[N:14]([CH:11]2[CH2:10][CH2:9][N:8]([CH2:1][C:2]3[CH:3]=[CH:4][CH:5]=[CH:6][CH:7]=3)[CH2:13][CH2:12]2)[C:15]2=[N:20][CH:19]=[CH:18][N:17]=[C:16]2[NH:25]1, predict the reactants needed to synthesize it. (4) Given the product [CH2:37]([N:3]([CH2:1][CH3:2])[CH2:4][CH2:5][CH2:6][NH:7][C:8]1[N:9]=[C:10]([C:27]2[CH:28]=[C:29]([CH:33]=[CH:34][C:35]=2[CH3:36])[C:30]([N:40]([CH3:41])[CH3:39])=[O:32])[C:11]2[CH:17]=[CH:16][C:15](=[O:18])[N:14]([C:19]3[C:20]([F:26])=[CH:21][CH:22]=[CH:23][C:24]=3[F:25])[C:12]=2[N:13]=1)[CH3:38], predict the reactants needed to synthesize it. The reactants are: [CH2:1]([N:3]([CH2:37][CH3:38])[CH2:4][CH2:5][CH2:6][NH:7][C:8]1[N:9]=[C:10]([C:27]2[CH:28]=[C:29]([CH:33]=[CH:34][C:35]=2[CH3:36])[C:30]([OH:32])=O)[C:11]2[CH:17]=[CH:16][C:15](=[O:18])[N:14]([C:19]3[C:24]([F:25])=[CH:23][CH:22]=[CH:21][C:20]=3[F:26])[C:12]=2[N:13]=1)[CH3:2].[CH3:39][N:40](C(ON1N=NC2C=CC=CC1=2)=[N+](C)C)[CH3:41].F[P-](F)(F)(F)(F)F.CNC. (5) Given the product [CH3:12][O:11][C:9]([CH:8]1[CH2:7][C:6]([C:19]#[N:20])([C:13]2[CH:14]=[CH:15][CH:16]=[CH:17][CH:18]=2)[CH2:5][CH2:4][C:3]1=[O:21])=[O:10], predict the reactants needed to synthesize it. The reactants are: CO[C:3](=[O:21])[CH2:4][CH2:5][C:6]([C:19]#[N:20])([C:13]1[CH:18]=[CH:17][CH:16]=[CH:15][CH:14]=1)[CH2:7][CH2:8][C:9]([O:11][CH3:12])=[O:10].C(O)(=O)C.C1(C)C=CC=CC=1.